Dataset: Catalyst prediction with 721,799 reactions and 888 catalyst types from USPTO. Task: Predict which catalyst facilitates the given reaction. (1) Reactant: [N:1]12[CH2:10][CH:5]3[CH2:6][CH:7]([CH2:9][CH:3]([C@@H:4]3[CH2:11][NH2:12])[CH2:2]1)[CH2:8]2.[F:13][C:14]1[CH:15]=[C:16]2[C:20](=[CH:21][CH:22]=1)[NH:19][C:18]([C:23](O)=[O:24])=[CH:17]2.ON1C2C=CC=CC=2N=N1.Cl.CN(C)CCCN=C=NCC. Product: [N:1]12[CH2:10][CH:5]3[CH2:6][CH:7]([CH2:9][CH:3]([C@@H:4]3[CH2:11][NH:12][C:23]([C:18]3[NH:19][C:20]4[C:16]([CH:17]=3)=[CH:15][C:14]([F:13])=[CH:22][CH:21]=4)=[O:24])[CH2:2]1)[CH2:8]2. The catalyst class is: 17. (2) Reactant: [CH3:1][C:2]1([CH3:12])[C:6]2[CH:7]=[CH:8][CH:9]=[CH:10][C:5]=2[O:4][C:3]1=[O:11].[Br:13]Br. Product: [Br:13][C:8]1[CH:9]=[CH:10][C:5]2[O:4][C:3](=[O:11])[C:2]([CH3:12])([CH3:1])[C:6]=2[CH:7]=1. The catalyst class is: 15. (3) Reactant: N(C(OCC)=O)=NC(OCC)=O.Cl[C:14]1[C:23]2[C:18](=[CH:19][C:20](OC)=[C:21](O)[CH:22]=2)[N:17]=[CH:16][N:15]=1.C1(P(C2C=CC=CC=2)C2C=CC=CC=2)C=CC=CC=1.C(OC(N1CCC[C@H](O)C1)=O)(C)(C)C. Product: [N:17]1[C:18]2[C:23](=[CH:22][CH:21]=[CH:20][CH:19]=2)[CH:14]=[N:15][CH:16]=1. The catalyst class is: 4. (4) Reactant: [C:1]([O:8][CH3:9])(=[O:7])/[CH:2]=[CH:3]/[C:4]([O-])=[O:5].Cl.C(N=C=NCCCN(C)C)C.[N:22]1([CH2:28][CH2:29][CH2:30][OH:31])[CH2:27][CH2:26][O:25][CH2:24][CH2:23]1. Product: [C:1]([O:8][CH3:9])(=[O:7])/[CH:2]=[CH:3]/[C:4]([O:31][CH2:30][CH2:29][CH2:28][N:22]1[CH2:27][CH2:26][O:25][CH2:24][CH2:23]1)=[O:5]. The catalyst class is: 4. (5) Reactant: [OH:1][CH2:2][CH2:3][CH2:4][C:5]#[C:6][C:7]1[C:8]([NH:22][CH2:23][CH2:24][CH3:25])=[N:9][C:10]([NH:13][C:14]2[CH:21]=[CH:20][C:17]([C:18]#[N:19])=[CH:16][CH:15]=2)=[N:11][CH:12]=1.CC(OI1(OC(C)=O)(OC(C)=O)OC(=O)C2C1=CC=CC=2)=O.C(OCC)(=O)C.S([O-])([O-])(=O)=S.[Na+].[Na+]. Product: [O:1]=[CH:2][CH2:3][CH2:4][C:5]#[C:6][C:7]1[C:8]([NH:22][CH2:23][CH2:24][CH3:25])=[N:9][C:10]([NH:13][C:14]2[CH:15]=[CH:16][C:17]([C:18]#[N:19])=[CH:20][CH:21]=2)=[N:11][CH:12]=1. The catalyst class is: 2. (6) Reactant: [CH3:1][C:2]1[N:3]=[C:4]([C:7]2([N:13]([C:17]3[CH:22]=[CH:21][CH:20]=[CH:19][CH:18]=3)[C:14](=[O:16])[CH3:15])[CH2:12][CH2:11][NH:10][CH2:9][CH2:8]2)[S:5][CH:6]=1.[C:23]1([CH:33]=O)[C:32]2[C:27](=[CH:28][CH:29]=[CH:30][CH:31]=2)[CH:26]=[CH:25][CH:24]=1.C(O[BH-](OC(=O)C)OC(=O)C)(=O)C.[Na+].C(OCC)(=O)C. Product: [CH3:1][C:2]1[N:3]=[C:4]([C:7]2([N:13]([C:17]3[CH:18]=[CH:19][CH:20]=[CH:21][CH:22]=3)[C:14](=[O:16])[CH3:15])[CH2:12][CH2:11][N:10]([CH2:33][C:23]3[C:32]4[C:27](=[CH:28][CH:29]=[CH:30][CH:31]=4)[CH:26]=[CH:25][CH:24]=3)[CH2:9][CH2:8]2)[S:5][CH:6]=1. The catalyst class is: 845. (7) Reactant: Cl[CH2:2][C:3]([NH:5][C:6]1[N:7]=[N:8][N:9]([CH2:11][CH:12]([F:27])[CH2:13][CH2:14][N:15]2[CH:19]=[C:18]([C:20]([O:22][C:23]([CH3:26])([CH3:25])[CH3:24])=[O:21])[N:17]=[N:16]2)[CH:10]=1)=[O:4].Cl.[F:29][CH:30]1[CH2:33][NH:32][CH2:31]1.C([O-])([O-])=O.[K+].[K+]. Product: [F:27][CH:12]([CH2:11][N:9]1[CH:10]=[C:6]([NH:5][C:3](=[O:4])[CH2:2][N:32]2[CH2:33][CH:30]([F:29])[CH2:31]2)[N:7]=[N:8]1)[CH2:13][CH2:14][N:15]1[CH:19]=[C:18]([C:20]([O:22][C:23]([CH3:26])([CH3:25])[CH3:24])=[O:21])[N:17]=[N:16]1. The catalyst class is: 10. (8) Reactant: [C:1]1([C:7]2[O:8][C:9]([C:15]([F:18])([F:17])[F:16])=[C:10]([C:12]([OH:14])=O)[N:11]=2)[CH:6]=[CH:5][CH:4]=[CH:3][CH:2]=1.CN(C(ON1N=NC2C=CC=NC1=2)=[N+](C)C)C.F[P-](F)(F)(F)(F)F.[NH2:43][C:44]1[CH:49]=[CH:48][C:47]([C:50]2[S:54][C:53]([CH:55]3[CH2:60][CH2:59][CH:58]([CH2:61][C:62]([O:64][CH2:65][CH3:66])=[O:63])[CH2:57][CH2:56]3)=[N:52][CH:51]=2)=[CH:46][CH:45]=1.CCN(C(C)C)C(C)C. Product: [C:1]1([C:7]2[O:8][C:9]([C:15]([F:18])([F:17])[F:16])=[C:10]([C:12]([NH:43][C:44]3[CH:45]=[CH:46][C:47]([C:50]4[S:54][C:53]([CH:55]5[CH2:56][CH2:57][CH:58]([CH2:61][C:62]([O:64][CH2:65][CH3:66])=[O:63])[CH2:59][CH2:60]5)=[N:52][CH:51]=4)=[CH:48][CH:49]=3)=[O:14])[N:11]=2)[CH:2]=[CH:3][CH:4]=[CH:5][CH:6]=1. The catalyst class is: 18. (9) The catalyst class is: 162. Reactant: C1COCC1.[H-].[Al+3].[Li+].[H-].[H-].[H-].[CH2:12]([N:19]1[CH2:24][C:23](=O)[NH:22][CH:21]([CH2:26][C:27]2[CH:32]=[CH:31][C:30]([O:33][CH3:34])=[CH:29][CH:28]=2)[C:20]1=O)[C:13]1[CH:18]=[CH:17][CH:16]=[CH:15][CH:14]=1.[OH-].[Na+]. Product: [CH2:12]([N:19]1[CH2:24][CH2:23][NH:22][CH:21]([CH2:26][C:27]2[CH:28]=[CH:29][C:30]([O:33][CH3:34])=[CH:31][CH:32]=2)[CH2:20]1)[C:13]1[CH:14]=[CH:15][CH:16]=[CH:17][CH:18]=1.